Dataset: Reaction yield outcomes from USPTO patents with 853,638 reactions. Task: Predict the reaction yield, written as a fraction of the theoretical maximum amount of product (1.0 means a 100% yield; for example, 0.34 means a 34% yield). (1) The reactants are [F:1][C:2]1[CH:7]=[CH:6][CH:5]=[CH:4][CH:3]=1.O.[C:9]([OH:13])(=[O:12])[CH:10]=O.S(=O)(=O)(O)O.[OH-].[K+]. The yield is 0.820. The product is [F:1][C:2]1[CH:7]=[CH:6][C:5]([CH:10]([C:5]2[CH:6]=[CH:7][C:2]([F:1])=[CH:3][CH:4]=2)[C:9]([OH:13])=[O:12])=[CH:4][CH:3]=1. The catalyst is C(O)(=O)C.O. (2) The reactants are COC1C=C(OC)C=CC=1C[N:6]1[C:11](=[O:12])[C:10]([CH2:13][C:14]2[CH:19]=[CH:18][C:17]([C:20]3[CH:25]=[CH:24][CH:23]=[CH:22][C:21]=3[C:26]3[NH:30][C:29](=[O:31])[O:28][N:27]=3)=[CH:16][C:15]=2[F:32])=[C:9]([CH2:33][CH2:34][CH3:35])[N:8]2[N:36]=[CH:37][N:38]=[C:7]12.FC(F)(F)C(O)=O. The catalyst is C1(C)C=CC=CC=1. The yield is 0.100. The product is [F:32][C:15]1[CH:16]=[C:17]([C:20]2[CH:25]=[CH:24][CH:23]=[CH:22][C:21]=2[C:26]2[NH:30][C:29](=[O:31])[O:28][N:27]=2)[CH:18]=[CH:19][C:14]=1[CH2:13][C:10]1[C:11](=[O:12])[NH:6][C:7]2[N:8]([N:36]=[CH:37][N:38]=2)[C:9]=1[CH2:33][CH2:34][CH3:35]. (3) The reactants are [C:1](#[N:3])[CH3:2].[CH2:4]([C@@H:6]1[O:8][CH2:7]1)Cl.[C:9]1([S:15](N)(=[O:17])=[O:16])[CH:14]=[CH:13][CH:12]=[CH:11][CH:10]=1.[C:19](=O)([O-])[O-:20].[Cs+].[Cs+]. The catalyst is O. The product is [O:20]1[CH2:19][CH:2]1[CH2:1][N:3]([CH2:4][CH:6]1[CH2:7][O:8]1)[S:15]([C:9]1[CH:14]=[CH:13][CH:12]=[CH:11][CH:10]=1)(=[O:17])=[O:16]. The yield is 0.430. (4) The reactants are [C:1]([CH:5]1[CH2:10][CH2:9][CH:8]([O:11][C:12]2[CH:17]=[CH:16][C:15](B3OC(C)(C)C(C)(C)O3)=[CH:14][CH:13]=2)[CH2:7][CH2:6]1)([CH3:4])([CH3:3])[CH3:2].C[O:28][C:29](=[O:41])[CH2:30][CH:31]1[CH2:34][N:33]([C:35]2[S:36][CH:37]=[C:38](Br)[N:39]=2)[CH2:32]1.COCCOC.C(=O)(O)[O-].[Na+]. The catalyst is C1C=CC([P]([Pd]([P](C2C=CC=CC=2)(C2C=CC=CC=2)C2C=CC=CC=2)([P](C2C=CC=CC=2)(C2C=CC=CC=2)C2C=CC=CC=2)[P](C2C=CC=CC=2)(C2C=CC=CC=2)C2C=CC=CC=2)(C2C=CC=CC=2)C2C=CC=CC=2)=CC=1.C(O)C. The product is [C:1]([C@H:5]1[CH2:6][CH2:7][C@H:8]([O:11][C:12]2[CH:17]=[CH:16][C:15]([C:38]3[N:39]=[C:35]([N:33]4[CH2:32][CH:31]([CH2:30][C:29]([OH:41])=[O:28])[CH2:34]4)[S:36][CH:37]=3)=[CH:14][CH:13]=2)[CH2:9][CH2:10]1)([CH3:3])([CH3:4])[CH3:2]. The yield is 0.200. (5) The reactants are [C:1]([O:7][C:8]([CH3:11])([CH3:10])[CH3:9])(=[O:6])[CH2:2][C:3]([CH3:5])=[O:4].[H-].[Na+].C([Li])CCC.Br[CH2:20][C:21]1[CH:26]=[CH:25][C:24]([C:27]2[CH:32]=[CH:31][CH:30]=[CH:29][CH:28]=2)=[CH:23][CH:22]=1.Cl. The catalyst is O1CCCC1. The product is [C:8]([O:7][C:1](=[O:6])[CH2:2][C:3](=[O:4])[CH2:5][CH2:20][C:21]1[CH:26]=[CH:25][C:24]([C:27]2[CH:28]=[CH:29][CH:30]=[CH:31][CH:32]=2)=[CH:23][CH:22]=1)([CH3:11])([CH3:10])[CH3:9]. The yield is 0.380. (6) The reactants are [CH2:1]([C:9]1[CH:26]=[CH:25][C:12]([CH2:13][N:14]([C:16]([NH:18][CH2:19][C:20]([O:22]CC)=[O:21])=[O:17])[NH2:15])=[CH:11][CH:10]=1)[CH2:2][CH2:3][CH2:4][CH2:5][CH2:6][CH2:7][CH3:8].C(C1C=CC(NC(=O)NCCC(OCC)=O)=CC=1)CCCCCCC. The yield is 0.780. No catalyst specified. The product is [CH2:1]([C:9]1[CH:26]=[CH:25][C:12]([CH2:13][N:14]([C:16]([NH:18][CH2:19][C:20]([OH:22])=[O:21])=[O:17])[NH2:15])=[CH:11][CH:10]=1)[CH2:2][CH2:3][CH2:4][CH2:5][CH2:6][CH2:7][CH3:8]. (7) The reactants are [Br:1][C:2]1[C:3](F)=[C:4]2[C:10]([NH:11][C:12](=[O:16])[CH:13]([CH3:15])[CH3:14])=[CH:9][NH:8][C:5]2=[N:6][CH:7]=1.C(OC(=O)[NH:24][C@H:25]1[C@H:30]([CH:31]2[CH2:33][CH2:32]2)[CH2:29][CH2:28][NH:27][CH2:26]1)(C)(C)C.CCN(C(C)C)C(C)C.C(O)(C(F)(F)F)=O.C(Cl)[Cl:52]. The catalyst is CCCCO. The product is [ClH:52].[NH2:24][C@H:25]1[C@H:30]([CH:31]2[CH2:33][CH2:32]2)[CH2:29][CH2:28][N:27]([C:3]2[C:2]([Br:1])=[CH:7][N:6]=[C:5]3[NH:8][CH:9]=[C:10]([NH:11][C:12](=[O:16])[CH:13]([CH3:15])[CH3:14])[C:4]=23)[CH2:26]1. The yield is 0.520. (8) The reactants are [CH2:1]([O:3][C:4]1[CH:13]=[C:12]([O:14][CH3:15])[CH:11]=[C:10]2[C:5]=1[C:6](=O)[N:7]=[CH:8][NH:9]2)[CH3:2].O=P(Cl)(Cl)[Cl:19]. The catalyst is CN(C=O)C. The product is [Cl:19][C:6]1[C:5]2[C:10](=[CH:11][C:12]([O:14][CH3:15])=[CH:13][C:4]=2[O:3][CH2:1][CH3:2])[N:9]=[CH:8][N:7]=1. The yield is 0.840. (9) The reactants are [Br:1][C:2]([CH3:21])([CH3:20])[C:3]([O:5][CH2:6][C:7]([CH2:12][O:13][C:14](=[O:19])[C:15]([Br:18])([CH3:17])[CH3:16])([CH3:11])[C:8](O)=[O:9])=[O:4].C(Cl)(=O)C([Cl:25])=O. The catalyst is C(Cl)Cl.CN(C=O)C. The product is [Br:1][C:2]([CH3:21])([CH3:20])[C:3]([O:5][CH2:6][C:7]([CH2:12][O:13][C:14](=[O:19])[C:15]([Br:18])([CH3:17])[CH3:16])([CH3:11])[C:8]([Cl:25])=[O:9])=[O:4]. The yield is 1.00. (10) The reactants are [N+:1]([C:4]1[CH:5]=[N:6][CH:7]=[CH:8][C:9]=1[C:10]1[CH2:11][CH2:12][CH:13]2[O:17][C:16](=[O:18])[N:15]([C:19]([O:21][C:22]([CH3:25])([CH3:24])[CH3:23])=[O:20])[CH:14]2[CH:26]=1)([O-])=O. The catalyst is CO.C(OCC)(=O)C.[Pd]. The product is [NH2:1][C:4]1[CH:5]=[N:6][CH:7]=[CH:8][C:9]=1[CH:10]1[CH2:26][CH:14]2[N:15]([C:19]([O:21][C:22]([CH3:24])([CH3:23])[CH3:25])=[O:20])[C:16](=[O:18])[O:17][CH:13]2[CH2:12][CH2:11]1. The yield is 0.870.